Task: Predict the product of the given reaction.. Dataset: Forward reaction prediction with 1.9M reactions from USPTO patents (1976-2016) (1) Given the reactants [NH2:1][C:2]1[CH:3]=[N:4][C:5]([NH:8][C:9](=[O:11])[CH3:10])=[N:6][CH:7]=1.C(N(CC)CC)C.[Cl:19][C:20]1[C:25]([C:26](Cl)=[O:27])=[C:24]([F:29])[C:23]([NH:30][S:31]([CH2:34][CH2:35][CH3:36])(=[O:33])=[O:32])=[CH:22][CH:21]=1, predict the reaction product. The product is: [C:9]([NH:8][C:5]1[N:6]=[CH:7][C:2]([NH:1][C:26](=[O:27])[C:25]2[C:20]([Cl:19])=[CH:21][CH:22]=[C:23]([NH:30][S:31]([CH2:34][CH2:35][CH3:36])(=[O:33])=[O:32])[C:24]=2[F:29])=[CH:3][N:4]=1)(=[O:11])[CH3:10]. (2) Given the reactants [I:1][C:2]1[CH:3]=[C:4]([NH:9][C:10]([NH2:12])=[S:11])[CH:5]=[C:6]([I:8])[CH:7]=1.BrBr.N, predict the reaction product. The product is: [I:1][C:2]1[CH:7]=[C:6]([I:8])[C:5]2[S:11][C:10]([NH2:12])=[N:9][C:4]=2[CH:3]=1. (3) Given the reactants [Br-].[CH:2]1([Zn+])[CH2:4][CH2:3]1.Br[C:7]1[N:11]2[CH:12]=[C:13]([F:16])[CH:14]=[CH:15][C:10]2=[N:9][C:8]=1[NH:17][C:18](=[O:23])[C:19]([F:22])([F:21])[F:20], predict the reaction product. The product is: [CH:2]1([C:7]2[N:11]3[CH:12]=[C:13]([F:16])[CH:14]=[CH:15][C:10]3=[N:9][C:8]=2[NH:17][C:18](=[O:23])[C:19]([F:22])([F:21])[F:20])[CH2:4][CH2:3]1. (4) Given the reactants O[CH2:2][C:3]1[CH:8]=[CH:7][N:6]2[N:9]=[C:10]([NH:23][C:24](=[O:29])[C:25]([F:28])([F:27])[F:26])[C:11]([C:12]([NH:14][C:15]3[CH:16]=[N:17][CH:18]=[CH:19][C:20]=3[O:21][CH3:22])=[O:13])=[C:5]2[N:4]=1.CN(C=O)C.O=S(Cl)[Cl:37], predict the reaction product. The product is: [Cl:37][CH2:2][C:3]1[CH:8]=[CH:7][N:6]2[N:9]=[C:10]([NH:23][C:24](=[O:29])[C:25]([F:28])([F:27])[F:26])[C:11]([C:12]([NH:14][C:15]3[CH:16]=[N:17][CH:18]=[CH:19][C:20]=3[O:21][CH3:22])=[O:13])=[C:5]2[N:4]=1. (5) The product is: [CH3:22][C:23]1[N:27]([C:28]2[N:33]=[CH:32][CH:31]=[CH:30][N:29]=2)[N:26]=[C:25]([NH:34][C:1](=[O:9])[C:2]2[CH:7]=[CH:6][CH:5]=[N:4][CH:3]=2)[CH:24]=1. Given the reactants [C:1]([OH:9])(=O)[C:2]1[CH:7]=[CH:6][CH:5]=[N:4][CH:3]=1.Cl.C(N=C=NCCCN(C)C)C.[CH3:22][C:23]1[N:27]([C:28]2[N:33]=[CH:32][CH:31]=[CH:30][N:29]=2)[N:26]=[C:25]([NH2:34])[CH:24]=1, predict the reaction product. (6) Given the reactants CC1(C)C(C)(C)OB([C:9]2[CH:10]=[N:11][N:12](C(OC(C)(C)C)=O)[CH:13]=2)O1.Br[C:23]1[CH:28]=[CH:27][CH:26]=[C:25]([N+:29]([O-:31])=[O:30])[CH:24]=1.C([O-])([O-])=O.[Na+].[Na+], predict the reaction product. The product is: [N+:29]([C:25]1[CH:24]=[C:23]([C:9]2[CH:13]=[N:12][NH:11][CH:10]=2)[CH:28]=[CH:27][CH:26]=1)([O-:31])=[O:30]. (7) Given the reactants Cl[C:2]1[C:7]([F:8])=[C:6]([Cl:9])[N:5]=[C:4]([CH3:10])[N:3]=1.[CH3:11][NH:12][CH2:13][CH2:14][C:15]1[CH:20]=[CH:19][N:18]=[CH:17][CH:16]=1.C(N(CC)CC)C, predict the reaction product. The product is: [Cl:9][C:6]1[N:5]=[C:4]([CH3:10])[N:3]=[C:2]([N:12]([CH3:11])[CH2:13][CH2:14][C:15]2[CH:20]=[CH:19][N:18]=[CH:17][CH:16]=2)[C:7]=1[F:8]. (8) The product is: [CH3:1][C:2]1[CH:3]=[C:4]([NH:16][C:17]2[C:26]3[C:21](=[CH:22][CH:23]=[CH:24][C:25]=3[O:27][CH2:28][C:29](=[O:30])[N:32]3[CH2:36][CH2:35][CH2:34][CH2:33]3)[N:20]=[CH:19][N:18]=2)[CH:5]=[CH:6][C:7]=1[O:8][C:9]1[CH:10]=[N:11][C:12]([CH3:15])=[CH:13][CH:14]=1. Given the reactants [CH3:1][C:2]1[CH:3]=[C:4]([NH:16][C:17]2[C:26]3[C:21](=[CH:22][CH:23]=[CH:24][C:25]=3[O:27][CH2:28][C:29](O)=[O:30])[N:20]=[CH:19][N:18]=2)[CH:5]=[CH:6][C:7]=1[O:8][C:9]1[CH:10]=[N:11][C:12]([CH3:15])=[CH:13][CH:14]=1.[NH:32]1[CH2:36][CH2:35][CH2:34][CH2:33]1, predict the reaction product.